Task: Predict the reactants needed to synthesize the given product.. Dataset: Full USPTO retrosynthesis dataset with 1.9M reactions from patents (1976-2016) Given the product [Cl:6][C:7]1[CH:8]=[C:9]([O:28][CH2:2][CH:3]([F:5])[F:4])[CH:10]=[CH:11][C:12]=1[CH:13]([CH3:27])[C:14]([C:19]1[CH:24]=[N:23][C:22]([CH3:25])=[CH:21][N:20]=1)([OH:26])[C:15]([F:16])([F:18])[F:17], predict the reactants needed to synthesize it. The reactants are: Br[CH2:2][CH:3]([F:5])[F:4].[Cl:6][C:7]1[CH:8]=[C:9]([OH:28])[CH:10]=[CH:11][C:12]=1[CH:13]([CH3:27])[C:14]([OH:26])([C:19]1[CH:24]=[N:23][C:22]([CH3:25])=[CH:21][N:20]=1)[C:15]([F:18])([F:17])[F:16].